Dataset: Reaction yield outcomes from USPTO patents with 853,638 reactions. Task: Predict the reaction yield, written as a fraction of the theoretical maximum amount of product (1.0 means a 100% yield; for example, 0.34 means a 34% yield). (1) The reactants are [O:1]=[C:2]1[CH:9]2[CH2:10][C:5]3([C:12](O)=[O:13])[CH2:6][CH:7]([CH2:11][CH:3]1[CH2:4]3)[CH2:8]2.[CH3:15][O:16][C:17]1[CH:18]=[C:19]([CH2:25][NH2:26])[CH:20]=[C:21]([O:23][CH3:24])[CH:22]=1.CCN=C=NCCCN(C)C.C1C=CC2N(O)N=NC=2C=1.CCN(C(C)C)C(C)C. The catalyst is C(Cl)Cl. The product is [CH3:24][O:23][C:21]1[CH:20]=[C:19]([CH:18]=[C:17]([O:16][CH3:15])[CH:22]=1)[CH2:25][NH:26][C:12]([C:5]12[CH2:4][CH:3]3[CH2:11][CH:7]([CH2:8][CH:9]([C:2]3=[O:1])[CH2:10]1)[CH2:6]2)=[O:13]. The yield is 0.650. (2) The reactants are [NH2:1][C:2]1[CH:3]=[C:4]([CH:9]=[CH:10][N:11]=1)[C:5]([O:7][CH3:8])=[O:6].[C:12](Cl)(=[O:15])[CH2:13][CH3:14].Cl. The catalyst is N1C=CC=CC=1. The product is [C:12]([NH:1][C:2]1[CH:3]=[C:4]([CH:9]=[CH:10][N:11]=1)[C:5]([O:7][CH3:8])=[O:6])(=[O:15])[CH2:13][CH3:14]. The yield is 0.780. (3) The reactants are C1(N)C(F)=C(F)C(F)=C(N)C=1F.Cl.Cl.[NH:15]1[C:23]2[C:18](=[CH:19][CH:20]=[CH:21][CH:22]=2)[C:17](/[CH:24]=[CH:25]/[C:26]2[CH:39]=[CH:38][C:29]([C:30]([N:32]3[CH2:37][CH2:36][NH:35][CH2:34][CH2:33]3)=[O:31])=[CH:28][CH:27]=2)=[N:16]1.CN1CCOCC1.Cl.C(N=C=NCCCN(C)C)C.O.ON1C2C=CC=CC=2N=N1.[CH2:70]([O:72][CH2:73][C:74](O)=[O:75])[CH3:71]. No catalyst specified. The product is [CH2:70]([O:72][CH2:73][C:74]([N:35]1[CH2:36][CH2:37][N:32]([C:30](=[O:31])[C:29]2[CH:28]=[CH:27][C:26](/[CH:25]=[CH:24]/[C:17]3[C:18]4[C:23](=[CH:22][CH:21]=[CH:20][CH:19]=4)[NH:15][N:16]=3)=[CH:39][CH:38]=2)[CH2:33][CH2:34]1)=[O:75])[CH3:71]. The yield is 0.200. (4) The yield is 0.688. The catalyst is C1(C)C=CC=CC=1. The product is [CH3:41][C:38]1([CH3:42])[O:39][CH2:40][CH:35]([CH2:34][O:33][C:30]2[C:29]([CH3:43])=[CH:28][N:27]=[C:26]([CH2:25][S:11][C:12]3[NH:16][C:15]4[CH:17]=[CH:18][CH:19]=[CH:20][C:14]=4[N:13]=3)[C:31]=2[CH3:32])[CH2:36][O:37]1. The reactants are CS(C)=O.CC(C)([O-])C.[K+].[SH:11][C:12]1[NH:13][C:14]2[CH:20]=[CH:19][CH:18]=[CH:17][C:15]=2[N:16]=1.C(O[CH2:25][C:26]1[C:31]([CH3:32])=[C:30]([O:33][CH2:34][CH:35]2[CH2:40][O:39][C:38]([CH3:42])([CH3:41])[O:37][CH2:36]2)[C:29]([CH3:43])=[CH:28][N:27]=1)(=O)C. (5) The catalyst is O. The yield is 0.950. The product is [CH2:6]([O:8][C:9]1[CH:14]=[CH:13][CH:12]=[CH:11][C:10]=1[C:15]1[CH:20]=[CH:19][C:18]([NH2:21])=[CH:17][C:16]=1[N+:24]([O-:26])=[O:25])[CH3:7]. The reactants are O.[S-2].[Na+].[Na+].[S].[CH2:6]([O:8][C:9]1[CH:14]=[CH:13][CH:12]=[CH:11][C:10]=1[C:15]1[CH:20]=[CH:19][C:18]([N+:21]([O-])=O)=[CH:17][C:16]=1[N+:24]([O-:26])=[O:25])[CH3:7].[Na+].[Cl-]. (6) The reactants are [OH-].[Na+:2].C([O:5][C:6](=[O:35])[C:7]([CH3:34])([CH3:33])[C:8]1[CH:13]=[CH:12][CH:11]=[C:10]([C:14]2[C:23]3[C:18](=[CH:19][C:20]([O:29][CH3:30])=[C:21]4[O:26][C:25]([CH3:28])([CH3:27])[CH2:24][C:22]4=3)[CH2:17][C:16]([CH3:32])([CH3:31])[N:15]=2)[CH:9]=1)C.Cl.C(OC(=O)C(C)(C)C1C=CC=C(C2C3C(=CC(OC)=C4OC(C)(C)CC4=3)CC(C)(C)N=2)C=1)C. The catalyst is C(O)C. The product is [Na+:2].[CH3:33][C:7]([CH3:34])([C:8]1[CH:13]=[CH:12][CH:11]=[C:10]([C:14]2[C:23]3[C:18](=[CH:19][C:20]([O:29][CH3:30])=[C:21]4[O:26][C:25]([CH3:27])([CH3:28])[CH2:24][C:22]4=3)[CH2:17][C:16]([CH3:32])([CH3:31])[N:15]=2)[CH:9]=1)[C:6]([O-:35])=[O:5]. The yield is 0.240.